Regression. Given a peptide amino acid sequence and an MHC pseudo amino acid sequence, predict their binding affinity value. This is MHC class II binding data. From a dataset of Peptide-MHC class II binding affinity with 134,281 pairs from IEDB. (1) The peptide sequence is VLAALFAGAWCVPKV. The MHC is HLA-DPA10103-DPB10401 with pseudo-sequence HLA-DPA10103-DPB10401. The binding affinity (normalized) is 0.482. (2) The peptide sequence is EVKSFQWTQALRREL. The MHC is H-2-IEd with pseudo-sequence H-2-IEd. The binding affinity (normalized) is 0.324. (3) The peptide sequence is KHIVWASRELERFAV. The MHC is HLA-DQA10104-DQB10503 with pseudo-sequence HLA-DQA10104-DQB10503. The binding affinity (normalized) is 0.0223.